Regression. Given two drug SMILES strings and cell line genomic features, predict the synergy score measuring deviation from expected non-interaction effect. From a dataset of NCI-60 drug combinations with 297,098 pairs across 59 cell lines. (1) Drug 1: C1=NC2=C(N1)C(=S)N=C(N2)N. Drug 2: CCC1(CC2CC(C3=C(CCN(C2)C1)C4=CC=CC=C4N3)(C5=C(C=C6C(=C5)C78CCN9C7C(C=CC9)(C(C(C8N6C)(C(=O)OC)O)OC(=O)C)CC)OC)C(=O)OC)O.OS(=O)(=O)O. Cell line: CCRF-CEM. Synergy scores: CSS=80.1, Synergy_ZIP=5.41, Synergy_Bliss=5.42, Synergy_Loewe=8.04, Synergy_HSA=8.83. (2) Drug 1: CS(=O)(=O)C1=CC(=C(C=C1)C(=O)NC2=CC(=C(C=C2)Cl)C3=CC=CC=N3)Cl. Drug 2: C1CN1P(=S)(N2CC2)N3CC3. Cell line: SF-539. Synergy scores: CSS=15.5, Synergy_ZIP=-5.97, Synergy_Bliss=-6.07, Synergy_Loewe=-22.9, Synergy_HSA=-4.89.